Dataset: Reaction yield outcomes from USPTO patents with 853,638 reactions. Task: Predict the reaction yield, written as a fraction of the theoretical maximum amount of product (1.0 means a 100% yield; for example, 0.34 means a 34% yield). (1) The reactants are Cl[CH2:2][C:3]#[N:4].[Cl:5][C:6]1[CH:11]=[CH:10][CH:9]=[CH:8][C:7]=1[N:12]1[C:17](=[O:18])[CH:16]=[CH:15][C:14]([C:19]#[N:20])=[C:13]1[S-:21].[Na+].O. The catalyst is CC#N. The product is [NH2:20][C:19]1[C:14]2[CH:15]=[CH:16][C:17](=[O:18])[N:12]([C:7]3[CH:8]=[CH:9][CH:10]=[CH:11][C:6]=3[Cl:5])[C:13]=2[S:21][C:2]=1[C:3]#[N:4]. The yield is 0.320. (2) The reactants are Cl[C:2]1[N:3]=[C:4]2[C:20]([CH3:21])=[CH:19][CH:18]=[CH:17][N:5]2[C:6](=[O:16])[C:7]=1[NH:8][C:9](=[O:15])[CH2:10][C:11]([CH3:14])([CH3:13])[CH3:12].[CH:22]([NH2:25])([CH3:24])[CH3:23].C([O-])(O)=O.[Na+]. The catalyst is C(OCC)(=O)C. The product is [CH3:12][C:11]([CH3:14])([CH3:13])[CH2:10][C:9]([NH:8][C:7]1[C:6](=[O:16])[N:5]2[CH:17]=[CH:18][CH:19]=[C:20]([CH3:21])[C:4]2=[N:3][C:2]=1[NH:25][CH:22]([CH3:24])[CH3:23])=[O:15]. The yield is 0.800. (3) The reactants are [C:1]([N:5]1[CH:9]=[C:8]([NH:10][C:11]([NH:13][C:14]2[CH:19]=[C:18]([C:20]3[C:31](=[O:32])[N:30]([CH3:33])[C:23]4[N:24]=[C:25](SC)[N:26]=[CH:27][C:22]=4[CH:21]=3)[C:17]([F:34])=[CH:16][C:15]=2[F:35])=[O:12])[CH:7]=[N:6]1)([CH3:4])([CH3:3])[CH3:2].[CH3:36][NH2:37].C1COCC1. No catalyst specified. The product is [C:1]([N:5]1[CH:9]=[C:8]([NH:10][C:11]([NH:13][C:14]2[CH:19]=[C:18]([C:20]3[C:31](=[O:32])[N:30]([CH3:33])[C:23]4[N:24]=[C:25]([NH:37][CH3:36])[N:26]=[CH:27][C:22]=4[CH:21]=3)[C:17]([F:34])=[CH:16][C:15]=2[F:35])=[O:12])[CH:7]=[N:6]1)([CH3:4])([CH3:3])[CH3:2]. The yield is 0.360. (4) The product is [Br:13][C:14]1[CH:22]=[CH:21][C:17]([C:18]([O:20][CH3:2])=[O:19])=[C:16]([N+:23]([O-:25])=[O:24])[CH:15]=1. The reactants are N[C:2]1C=C(Br)C=CC=1C(OC)=O.[Br:13][C:14]1[CH:22]=[CH:21][C:17]([C:18]([OH:20])=[O:19])=[C:16]([N+:23]([O-:25])=[O:24])[CH:15]=1.N1(C2CCCCCCCCCC2)CCCNCCCCCC1.CI. The catalyst is CN(C=O)C.O. The yield is 0.900. (5) The reactants are [Cl:1][C:2]1[CH:3]=[C:4]([OH:9])[CH:5]=[C:6]([F:8])[CH:7]=1.[CH2:10]=[O:11]. No catalyst specified. The product is [Cl:1][C:2]1[CH:3]=[C:4]([OH:9])[CH:5]=[C:6]([F:8])[C:7]=1[CH2:10][OH:11]. The yield is 0.480.